Dataset: Reaction yield outcomes from USPTO patents with 853,638 reactions. Task: Predict the reaction yield, written as a fraction of the theoretical maximum amount of product (1.0 means a 100% yield; for example, 0.34 means a 34% yield). (1) The reactants are [Cl:1][C:2]1[N:7]=[C:6]([NH:8][CH2:9][C:10]2[CH:15]=[CH:14][C:13]([F:16])=[CH:12][CH:11]=2)[C:5]([N+:17]([O-:19])=[O:18])=[CH:4][CH:3]=1.I[CH3:21]. No catalyst specified. The product is [Cl:1][C:2]1[N:7]=[C:6]([N:8]([CH2:9][C:10]2[CH:15]=[CH:14][C:13]([F:16])=[CH:12][CH:11]=2)[CH3:21])[C:5]([N+:17]([O-:19])=[O:18])=[CH:4][CH:3]=1. The yield is 0.650. (2) The reactants are [F:1][C:2]1[CH:3]=[C:4]([CH:6]=[CH:7][C:8]=1[N+:9]([O-:11])=[O:10])[NH2:5].[Br:12]Br.C([O-])([O-])=O.[Na+].[Na+]. The catalyst is C(O)(=O)C. The product is [Br:12][C:6]1[CH:7]=[C:8]([N+:9]([O-:11])=[O:10])[C:2]([F:1])=[CH:3][C:4]=1[NH2:5]. The yield is 0.840.